Dataset: Full USPTO retrosynthesis dataset with 1.9M reactions from patents (1976-2016). Task: Predict the reactants needed to synthesize the given product. (1) The reactants are: [C:1]([O:5][C:6]([NH:8][C@@H:9]([C:20]1[CH:25]=[CH:24][C:23]([OH:26])=[CH:22][CH:21]=1)[C:10]([O:12][CH2:13][C:14]1[CH:19]=[CH:18][CH:17]=[CH:16][CH:15]=1)=[O:11])=[O:7])([CH3:4])([CH3:3])[CH3:2].N1C=CC=CC=1.[F:33][C:34]([F:47])([F:46])[S:35](O[S:35]([C:34]([F:47])([F:46])[F:33])(=[O:37])=[O:36])(=[O:37])=[O:36]. Given the product [C:1]([O:5][C:6]([NH:8][C@@H:9]([C:20]1[CH:25]=[CH:24][C:23]([O:26][S:35]([C:34]([F:47])([F:46])[F:33])(=[O:37])=[O:36])=[CH:22][CH:21]=1)[C:10]([O:12][CH2:13][C:14]1[CH:15]=[CH:16][CH:17]=[CH:18][CH:19]=1)=[O:11])=[O:7])([CH3:4])([CH3:2])[CH3:3], predict the reactants needed to synthesize it. (2) Given the product [N+:12]([C:6]1[CH:7]=[CH:8][CH:9]=[C:10]2[C:5]=1[N:4]=[CH:3][C:2]([S:21][C:16]1[CH:17]=[CH:18][CH:19]=[CH:20][N:15]=1)=[CH:11]2)([O-:14])=[O:13], predict the reactants needed to synthesize it. The reactants are: I[C:2]1[CH:3]=[N:4][C:5]2[C:10]([CH:11]=1)=[CH:9][CH:8]=[CH:7][C:6]=2[N+:12]([O-:14])=[O:13].[N:15]1[CH:20]=[CH:19][CH:18]=[CH:17][C:16]=1[SH:21].O=C1CCCCC1C(OCC)=O.C([O-])([O-])=O.[Cs+].[Cs+]. (3) The reactants are: O=[CH:2][C@@H:3]([NH:6][C:7](=[O:23])[O:8][CH2:9][CH:10]1[C:22]2[CH:21]=[CH:20][CH:19]=[CH:18][C:17]=2[C:16]2[C:11]1=[CH:12][CH:13]=[CH:14][CH:15]=2)[CH:4]=[CH2:5].[CH3:24][O:25][C:26](=[O:33])[C@@H:27]([NH2:32])[CH2:28][CH:29]([CH3:31])[CH3:30].[BH-](OC(C)=O)(OC(C)=O)OC(C)=O.[Na+]. Given the product [CH:12]1[C:11]2[CH:10]([CH2:9][O:8][C:7]([NH:6][C@@H:3]([CH:4]=[CH2:5])[CH2:2][NH:32][C@@H:27]([CH2:28][CH:29]([CH3:31])[CH3:30])[C:26]([O:25][CH3:24])=[O:33])=[O:23])[C:22]3[C:17](=[CH:18][CH:19]=[CH:20][CH:21]=3)[C:16]=2[CH:15]=[CH:14][CH:13]=1, predict the reactants needed to synthesize it.